This data is from Forward reaction prediction with 1.9M reactions from USPTO patents (1976-2016). The task is: Predict the product of the given reaction. Given the reactants Br[C:2]1[S:3][C:4]([NH:32]C(=O)OC(C)(C)C)=[C:5]([C:7](=[O:31])[NH:8][C:9]2[CH:10]=[N:11][N:12]([CH3:30])[C:13]=2[C@@H:14]2[CH2:20][CH2:19][C@@H:18]([NH:21]C(OC(C)(C)C)=O)[C@@H:17]([F:29])[CH2:16][O:15]2)[N:6]=1.[F:40][C:41]([F:53])([F:52])[O:42][C:43]1[CH:48]=[CH:47][CH:46]=[CH:45][C:44]=1B(O)O, predict the reaction product. The product is: [NH2:32][C:4]1[S:3][C:2]([C:44]2[CH:45]=[CH:46][CH:47]=[CH:48][C:43]=2[O:42][C:41]([F:40])([F:53])[F:52])=[N:6][C:5]=1[C:7]([NH:8][C:9]1[CH:10]=[N:11][N:12]([CH3:30])[C:13]=1[C@@H:14]1[CH2:20][CH2:19][C@@H:18]([NH2:21])[C@@H:17]([F:29])[CH2:16][O:15]1)=[O:31].